Dataset: Full USPTO retrosynthesis dataset with 1.9M reactions from patents (1976-2016). Task: Predict the reactants needed to synthesize the given product. (1) The reactants are: [F:1][C:2]1[C:7]([C:8](=[O:15])[CH2:9][C:10]([O:12][CH2:13][CH3:14])=[O:11])=[CH:6][CH:5]=[CH:4][N:3]=1.C(N(CC)CC)C.C(NC1C=CC(S([N:36]=[N+:37]=[N-])(=O)=O)=CC=1)(=O)C.[OH-].[Na+].C(=O)([O-])[O-].[Na+].[Na+]. Given the product [N+:36](=[C:9]([C:8]([C:7]1[C:2]([F:1])=[N:3][CH:4]=[CH:5][CH:6]=1)=[O:15])[C:10]([O:12][CH2:13][CH3:14])=[O:11])=[N-:37], predict the reactants needed to synthesize it. (2) Given the product [Cl:10][C:11]1[N:20]=[C:19]([NH:7][C:5]2[N:4]=[CH:3][N:2]([CH3:1])[CH:6]=2)[C:18]2[C:13](=[CH:14][CH:15]=[CH:16][CH:17]=2)[N:12]=1, predict the reactants needed to synthesize it. The reactants are: [CH3:1][N:2]1[CH:6]=[C:5]([N+:7]([O-])=O)[N:4]=[CH:3]1.[Cl:10][C:11]1[N:20]=[C:19](Cl)[C:18]2[C:13](=[CH:14][CH:15]=[CH:16][CH:17]=2)[N:12]=1.